This data is from Reaction yield outcomes from USPTO patents with 853,638 reactions. The task is: Predict the reaction yield, written as a fraction of the theoretical maximum amount of product (1.0 means a 100% yield; for example, 0.34 means a 34% yield). The reactants are [Cl:1][C:2]1[C:7]([C:8]([OH:10])=O)=[C:6]([F:11])[C:5]([NH:12][S:13]([CH2:16][CH2:17][CH3:18])(=[O:15])=[O:14])=[CH:4][CH:3]=1.CCN=C=NCCCN(C)C.C1C=CC2N(O)N=NC=2C=1.[NH2:40][C:41]1[CH:42]=[C:43]2[C:49]([O:50][CH2:51][CH3:52])=[N:48][N:47]([C:53]([O:55][C:56]([CH3:59])([CH3:58])[CH3:57])=[O:54])[C:44]2=[N:45][CH:46]=1.CCN(CC)CC. The catalyst is CN(C=O)C.CCOC(C)=O. The product is [Cl:1][C:2]1[C:7]([C:8]([NH:40][C:41]2[CH:42]=[C:43]3[C:49]([O:50][CH2:51][CH3:52])=[N:48][N:47]([C:53]([O:55][C:56]([CH3:57])([CH3:59])[CH3:58])=[O:54])[C:44]3=[N:45][CH:46]=2)=[O:10])=[C:6]([F:11])[C:5]([NH:12][S:13]([CH2:16][CH2:17][CH3:18])(=[O:15])=[O:14])=[CH:4][CH:3]=1. The yield is 0.220.